Dataset: Forward reaction prediction with 1.9M reactions from USPTO patents (1976-2016). Task: Predict the product of the given reaction. (1) The product is: [Br:71][C:68]1[CH:69]=[CH:70][C:65]([NH:1][C@H:2]2[CH2:6][CH2:5][N:4]([CH:7]3[CH2:8][CH2:9][N:10]([C:13]4[S:17][N:16]=[C:15]([CH:18]([CH3:19])[CH3:20])[N:14]=4)[CH2:11][CH2:12]3)[C:3]2=[O:21])=[N:66][CH:67]=1. Given the reactants [NH2:1][C@H:2]1[CH2:6][CH2:5][N:4]([CH:7]2[CH2:12][CH2:11][N:10]([C:13]3[S:17][N:16]=[C:15]([CH:18]([CH3:20])[CH3:19])[N:14]=3)[CH2:9][CH2:8]2)[C:3]1=[O:21].CC1(C)C2C(=C(P(C3C=CC=CC=3)C3C=CC=CC=3)C=CC=2)OC2C(P(C3C=CC=CC=3)C3C=CC=CC=3)=CC=CC1=2.Br[C:65]1[CH:70]=[CH:69][C:68]([Br:71])=[CH:67][N:66]=1.CC([O-])(C)C.[Na+], predict the reaction product. (2) Given the reactants [O:1]=[C:2]1[C:11]2[C:6](=[CH:7][CH:8]=[CH:9][CH:10]=2)[CH:5]([C:12]([OH:14])=[O:13])[CH2:4][CH2:3]1.[BH4-].[Na+].[CH3:17][Si](C=[N+]=[N-])(C)C, predict the reaction product. The product is: [OH:1][CH:2]1[C:11]2[C:6](=[CH:7][CH:8]=[CH:9][CH:10]=2)[CH:5]([C:12]([O:14][CH3:17])=[O:13])[CH2:4][CH2:3]1.